Dataset: Reaction yield outcomes from USPTO patents with 853,638 reactions. Task: Predict the reaction yield, written as a fraction of the theoretical maximum amount of product (1.0 means a 100% yield; for example, 0.34 means a 34% yield). (1) The reactants are Br[C:2]1[CH:3]=[CH:4][C:5]([N:8]2[CH2:12][CH2:11][O:10][C:9]2=[O:13])=[N:6][CH:7]=1.[B:14]1([B:14]2[O:18][C:17]([CH3:20])([CH3:19])[C:16]([CH3:22])([CH3:21])[O:15]2)[O:18][C:17]([CH3:20])([CH3:19])[C:16]([CH3:22])([CH3:21])[O:15]1.CC([O-])=O.[K+]. The catalyst is CS(C)=O. The product is [CH3:21][C:16]1([CH3:22])[C:17]([CH3:20])([CH3:19])[O:18][B:14]([C:2]2[CH:3]=[CH:4][C:5]([N:8]3[CH2:12][CH2:11][O:10][C:9]3=[O:13])=[N:6][CH:7]=2)[O:15]1. The yield is 0.320. (2) The reactants are [CH:1]1([CH2:4][CH2:5][NH:6][C:7]([C:9]2[N:10]=[N:11][C:12](Cl)=[CH:13][CH:14]=2)=[O:8])[CH2:3][CH2:2]1.[NH:16]1[CH2:21][CH2:20][NH:19][CH2:18][CH2:17]1. The catalyst is C(#N)C. The product is [CH:1]1([CH2:4][CH2:5][NH:6][C:7]([C:9]2[N:10]=[N:11][C:12]([N:16]3[CH2:21][CH2:20][NH:19][CH2:18][CH2:17]3)=[CH:13][CH:14]=2)=[O:8])[CH2:3][CH2:2]1. The yield is 0.880.